Dataset: Reaction yield outcomes from USPTO patents with 853,638 reactions. Task: Predict the reaction yield, written as a fraction of the theoretical maximum amount of product (1.0 means a 100% yield; for example, 0.34 means a 34% yield). (1) The reactants are [CH:1](=O)[CH:2]([CH3:4])[CH3:3].[CH3:6][O:7][C:8]1[CH:13]=[CH:12][C:11](N)=[CH:10][CH:9]=1.[O-]S([O-])(=O)=O.[Na+].[Na+].[CH2:22]([N:24](CC)CC)C.[C:29]([O:32][CH2:33][C:34](Cl)=[O:35])(=[O:31])[CH3:30]. The catalyst is C(Cl)Cl. The product is [C:29]([O:32][C@H:33]1[C@@H:1]([CH:2]([CH3:4])[CH3:3])[N:24]([CH2:22][C:11]2[CH:12]=[CH:13][C:8]([O:7][CH3:6])=[CH:9][CH:10]=2)[C:34]1=[O:35])(=[O:31])[CH3:30]. The yield is 0.630. (2) The reactants are [Al].[N+:2](=[C:4]([S:8]([C:11]1[CH:16]=[CH:15][C:14]([CH3:17])=[CH:13][CH:12]=1)(=[O:10])=[O:9])C(=O)C)=[N-:3]. The catalyst is C(Cl)Cl. The product is [N+:2](=[CH:4][S:8]([C:11]1[CH:16]=[CH:15][C:14]([CH3:17])=[CH:13][CH:12]=1)(=[O:10])=[O:9])=[N-:3]. The yield is 0.930. (3) The reactants are CC(OC(/N=N/C(OC(C)(C)C)=O)=O)(C)C.[Cl:17][C:18]1[CH:19]=[C:20]([CH:35]=[CH:36][C:37]=1[F:38])[NH:21][C:22]1[C:31]2[C:30]([OH:32])=[CH:29][C:28]([O:33][CH3:34])=[CH:27][C:26]=2[N:25]=[CH:24][N:23]=1.[Si:39]([O:46][C@H:47]1[CH2:51][N:50]([C:52]([O:54][C:55]([CH3:58])([CH3:57])[CH3:56])=[O:53])[C@@H:49]([CH2:59]O)[CH2:48]1)([C:42]([CH3:45])([CH3:44])[CH3:43])([CH3:41])[CH3:40].C1(P(C2C=CC=CC=2)C2C=CC=CC=2)C=CC=CC=1. The catalyst is C(Cl)Cl. The product is [Si:39]([O:46][C@H:47]1[CH2:51][N:50]([C:52]([O:54][C:55]([CH3:58])([CH3:57])[CH3:56])=[O:53])[C@@H:49]([CH2:59][O:32][C:30]2[CH:29]=[C:28]([O:33][CH3:34])[CH:27]=[C:26]3[C:31]=2[C:22]([NH:21][C:20]2[CH:35]=[CH:36][C:37]([F:38])=[C:18]([Cl:17])[CH:19]=2)=[N:23][CH:24]=[N:25]3)[CH2:48]1)([C:42]([CH3:45])([CH3:44])[CH3:43])([CH3:41])[CH3:40]. The yield is 0.500. (4) The yield is 0.500. The product is [N+:3]([C:6]1[C:7]([NH:15][C@H:16]2[CH2:20][CH2:19][C@@H:18]([CH2:21][OH:22])[CH2:17]2)=[C:8]2[S:14][CH:13]=[CH:12][C:9]2=[N:10][CH:11]=1)([O-:5])=[O:4]. The catalyst is O1CCCC1. The reactants are [AlH4-].[Li+].[N+:3]([C:6]1[C:7]([NH:15][C@H:16]2[CH2:20][CH2:19][C@@H:18]([C:21](OCC)=[O:22])[CH2:17]2)=[C:8]2[S:14][CH:13]=[CH:12][C:9]2=[N:10][CH:11]=1)([O-:5])=[O:4]. (5) The reactants are [CH:1]([O:4][C:5]([N:7]1[CH2:12][CH2:11][CH:10]([O:13][C:14]2[C:19]([CH3:20])=[C:18](Cl)[N:17]=[CH:16][N:15]=2)[CH2:9][CH2:8]1)=[O:6])([CH3:3])[CH3:2].[F:22][C:23]1[CH:24]=[C:25]([CH2:30][C:31]([OH:33])=[O:32])[CH:26]=[CH:27][C:28]=1[OH:29].[H-].[Na+]. The catalyst is CC(N(C)C)=O. The product is [CH:1]([O:4][C:5]([N:7]1[CH2:12][CH2:11][CH:10]([O:13][C:14]2[C:19]([CH3:20])=[C:18]([O:29][C:28]3[CH:27]=[CH:26][C:25]([CH2:30][C:31]([OH:33])=[O:32])=[CH:24][C:23]=3[F:22])[N:17]=[CH:16][N:15]=2)[CH2:9][CH2:8]1)=[O:6])([CH3:3])[CH3:2]. The yield is 0.480. (6) The reactants are [Br:1][CH2:2][C:3](=O)[C@@H:4]([NH:15]C(=O)OC(C)(C)C)[CH2:5][C:6]1[CH:11]=[CH:10][C:9]([N+:12]([O-:14])=[O:13])=[CH:8][CH:7]=1.[S:24]1[CH:28]=[CH:27][CH:26]=[C:25]1[C:29](=[S:31])[NH2:30].C(OCC)C. The catalyst is CC#N. The product is [BrH:1].[N+:12]([C:9]1[CH:8]=[CH:7][C:6]([CH2:5][C@@H:4]([C:3]2[N:30]=[C:29]([C:25]3[S:24][CH:28]=[CH:27][CH:26]=3)[S:31][CH:2]=2)[NH2:15])=[CH:11][CH:10]=1)([O-:14])=[O:13]. The yield is 0.870. (7) The yield is 0.940. The product is [Cl:49][C:21]1[CH:22]=[CH:23][C:24]([C@H:26]2[C@@H:31]([O:32][CH2:33][O:34][CH3:35])[C@H:30]([O:36][CH2:37][O:38][CH3:39])[C@H:29]([O:40][CH2:41][O:42][CH3:43])[CH:28]([CH2:44][O:45][CH2:46][O:47][CH3:48])[O:27]2)=[CH:25][C:20]=1[CH2:19][OH:18]. The reactants are C([Si]([O:18][CH2:19][C:20]1[CH:25]=[C:24]([C@H:26]2[C@@H:31]([O:32][CH2:33][O:34][CH3:35])[C@@H:30]([O:36][CH2:37][O:38][CH3:39])[C@H:29]([O:40][CH2:41][O:42][CH3:43])[CH:28]([CH2:44][O:45][CH2:46][O:47][CH3:48])[O:27]2)[CH:23]=[CH:22][C:21]=1[Cl:49])(C1C=CC=CC=1)C1C=CC=CC=1)(C)(C)C.[F-].C([N+](CCCC)(CCCC)CCCC)CCC. The catalyst is O1CCCC1. (8) The reactants are [CH3:1][C:2]1[C:7]([CH3:8])=[CH:6][CH:5]=[CH:4][C:3]=1[C:9](O)([CH3:11])C.O.[C:14]1(C)C=CC(S(O)(=O)=O)=CC=1. The catalyst is C1C=CC=CC=1. The product is [CH3:8][C:7]1[CH:6]=[CH:5][CH:4]=[C:3]([CH2:9][CH:11]=[CH2:14])[C:2]=1[CH3:1]. The yield is 0.920.